Regression. Given two drug SMILES strings and cell line genomic features, predict the synergy score measuring deviation from expected non-interaction effect. From a dataset of NCI-60 drug combinations with 297,098 pairs across 59 cell lines. (1) Drug 1: C1=NC2=C(N=C(N=C2N1C3C(C(C(O3)CO)O)F)Cl)N. Drug 2: C1=NNC2=C1C(=O)NC=N2. Cell line: UACC62. Synergy scores: CSS=3.24, Synergy_ZIP=-2.06, Synergy_Bliss=-2.90, Synergy_Loewe=0.421, Synergy_HSA=-2.03. (2) Drug 1: CC12CCC(CC1=CCC3C2CCC4(C3CC=C4C5=CN=CC=C5)C)O. Drug 2: C1=CN(C=N1)CC(O)(P(=O)(O)O)P(=O)(O)O. Cell line: NCI-H522. Synergy scores: CSS=8.18, Synergy_ZIP=-0.831, Synergy_Bliss=4.13, Synergy_Loewe=4.24, Synergy_HSA=4.25. (3) Drug 1: C1=C(C(=O)NC(=O)N1)N(CCCl)CCCl. Drug 2: CC1=C2C(C(=O)C3(C(CC4C(C3C(C(C2(C)C)(CC1OC(=O)C(C(C5=CC=CC=C5)NC(=O)OC(C)(C)C)O)O)OC(=O)C6=CC=CC=C6)(CO4)OC(=O)C)O)C)O. Cell line: OVCAR-8. Synergy scores: CSS=25.1, Synergy_ZIP=-8.70, Synergy_Bliss=-5.26, Synergy_Loewe=-17.7, Synergy_HSA=-4.07. (4) Drug 1: CCC1(CC2CC(C3=C(CCN(C2)C1)C4=CC=CC=C4N3)(C5=C(C=C6C(=C5)C78CCN9C7C(C=CC9)(C(C(C8N6C=O)(C(=O)OC)O)OC(=O)C)CC)OC)C(=O)OC)O.OS(=O)(=O)O. Drug 2: C1CC(C1)(C(=O)O)C(=O)O.[NH2-].[NH2-].[Pt+2]. Cell line: HCC-2998. Synergy scores: CSS=38.4, Synergy_ZIP=-6.72, Synergy_Bliss=-7.94, Synergy_Loewe=-4.50, Synergy_HSA=-3.72. (5) Drug 1: CCC1=C2CN3C(=CC4=C(C3=O)COC(=O)C4(CC)O)C2=NC5=C1C=C(C=C5)O. Drug 2: CC1=C(C(=O)C2=C(C1=O)N3CC4C(C3(C2COC(=O)N)OC)N4)N. Cell line: MCF7. Synergy scores: CSS=22.7, Synergy_ZIP=-11.0, Synergy_Bliss=-1.97, Synergy_Loewe=1.29, Synergy_HSA=2.80. (6) Drug 1: CC1OCC2C(O1)C(C(C(O2)OC3C4COC(=O)C4C(C5=CC6=C(C=C35)OCO6)C7=CC(=C(C(=C7)OC)O)OC)O)O. Drug 2: C1=NC2=C(N=C(N=C2N1C3C(C(C(O3)CO)O)F)Cl)N. Cell line: HS 578T. Synergy scores: CSS=13.9, Synergy_ZIP=-6.55, Synergy_Bliss=-6.72, Synergy_Loewe=-8.39, Synergy_HSA=-4.16.